This data is from PAMPA (Parallel Artificial Membrane Permeability Assay) permeability data from NCATS. The task is: Regression/Classification. Given a drug SMILES string, predict its absorption, distribution, metabolism, or excretion properties. Task type varies by dataset: regression for continuous measurements (e.g., permeability, clearance, half-life) or binary classification for categorical outcomes (e.g., BBB penetration, CYP inhibition). Dataset: pampa_ncats. (1) The molecule is COC1=CC=CC=C1N2CCN(CC2)C3CCCCC3NS(=O)(=O)C4=CC=CC=C4. The result is 1 (high permeability). (2) The molecule is CC(C)N1C=C(C2=C(C=CN=C21)NS(=O)(=O)C3=NN(C=C3)C)C4=CC5=C(CCN5C)C=C4. The result is 1 (high permeability). (3) The result is 1 (high permeability). The molecule is C1=CC(=CC(=C1)Cl)C2=CC=C(O2)C(=O)NC3=CC4=C(C=C3)OC(=N4)C5=CN=CC=C5. (4) The compound is CC1=C(C(=NO1)C)CN2CCNC3=CC(=NC=C3C2)NC4=CC=CC=C4. The result is 1 (high permeability). (5) The drug is CC1=CC=C(C=C1)S(=O)(=O)NC2=C(C=CN=C2)C(=O)NC3=CC=CC4=CC=CC=C43. The result is 1 (high permeability). (6) The compound is C[C@@H](C1=CN2C=CN=C2C=C1)N3C4=NC(=CN=C4N=N3)C5=CN(N=C5)C. The result is 1 (high permeability). (7) The drug is CCOC1=C(C=C(C=C1)CCNC(=O)C2=CC3=C(N2C(C)C)C=CS3)OCC. The result is 1 (high permeability). (8) The compound is CC1=CC(=CC=C1)NC2=NC(=CS2)C3=CC=C(O3)CNC(=O)C. The result is 1 (high permeability). (9) The molecule is CC1=CC=C(C=C1)C2=C(C3=NC4=C(CCCC4)C(=O)N3N2)C. The result is 1 (high permeability). (10) The molecule is COC1=C(C=CC(=C1)NC2=NC(=NC3=CC=CC=C32)C4=CC=NC=C4)F. The result is 1 (high permeability).